Task: Regression. Given a peptide amino acid sequence and an MHC pseudo amino acid sequence, predict their binding affinity value. This is MHC class II binding data.. Dataset: Peptide-MHC class II binding affinity with 134,281 pairs from IEDB The peptide sequence is ATAAAAAAVDRGDPP. The MHC is DRB5_0101 with pseudo-sequence DRB5_0101. The binding affinity (normalized) is 0.0240.